Dataset: Full USPTO retrosynthesis dataset with 1.9M reactions from patents (1976-2016). Task: Predict the reactants needed to synthesize the given product. (1) Given the product [CH2:1]([O:3][C:4]([C:6]1[CH:13]=[CH:12][C:9]([CH:10]2[C:23]([C:24]([O:26][CH2:27][CH3:28])=[O:25])=[C:22]([C:21]([F:20])([F:30])[F:31])[NH:14][C:15]3=[N:16][NH:17][CH:18]=[C:19]23)=[CH:8][CH:7]=1)=[O:5])[CH3:2], predict the reactants needed to synthesize it. The reactants are: [CH2:1]([O:3][C:4]([C:6]1[CH:13]=[CH:12][C:9]([CH:10]=O)=[CH:8][CH:7]=1)=[O:5])[CH3:2].[NH2:14][C:15]1[CH:19]=[CH:18][NH:17][N:16]=1.[F:20][C:21]([F:31])([F:30])[C:22](=O)[CH2:23][C:24]([O:26][CH2:27][CH3:28])=[O:25]. (2) Given the product [C:7]([N:10]1[CH2:15][CH2:14][N:13]([CH2:6][C@@H:4]([OH:5])[CH2:3][O:2][CH3:1])[CH2:12][CH2:11]1)(=[O:9])[CH3:8], predict the reactants needed to synthesize it. The reactants are: [CH3:1][O:2][CH2:3][C@H:4]1[CH2:6][O:5]1.[C:7]([N:10]1[CH2:15][CH2:14][NH:13][CH2:12][CH2:11]1)(=[O:9])[CH3:8]. (3) Given the product [CH3:31][C:21]1[CH:26]=[CH:25][C:24]([S:27]([O:20][CH2:19][CH:16]2[CH2:15][C:14]3[CH:13]=[CH:12][CH:11]=[C:10]([C:3]4[C:2]([Cl:1])=[CH:7][CH:6]=[CH:5][C:4]=4[Cl:9])[C:18]=3[O:17]2)(=[O:29])=[O:28])=[CH:23][CH:22]=1, predict the reactants needed to synthesize it. The reactants are: [Cl:1][C:2]1[CH:7]=[C:6](Cl)[CH:5]=[C:4]([Cl:9])[C:3]=1[C:10]1[C:18]2[O:17][CH:16]([CH2:19][OH:20])[CH2:15][C:14]=2[CH:13]=[CH:12][CH:11]=1.[C:21]1([CH3:31])[CH:26]=[CH:25][C:24]([S:27](Cl)(=[O:29])=[O:28])=[CH:23][CH:22]=1.CC1C=CC(S(OCC2CC3C(C(F)(F)F)=CC=C(Cl)C=3O2)(=O)=O)=CC=1. (4) Given the product [F:15][C:16]1[CH:17]=[CH:18][C:19]([C:22]2[O:26][N:25]=[C:24]([CH2:27][N:10]3[CH2:9][C@H:8](/[CH:11]=[CH:12]/[CH3:13])[NH:7][C:6](=[O:14])[C@@H:5]3[CH2:1][CH:2]([CH3:4])[CH3:3])[CH:23]=2)=[CH:20][CH:21]=1, predict the reactants needed to synthesize it. The reactants are: [CH2:1]([C@@H:5]1[NH:10][CH2:9][C@H:8]([CH:11]=[CH:12][CH3:13])[NH:7][C:6]1=[O:14])[CH:2]([CH3:4])[CH3:3].[F:15][C:16]1[CH:21]=[CH:20][C:19]([C:22]2[O:26][N:25]=[C:24]([CH:27]=O)[CH:23]=2)=[CH:18][CH:17]=1.C([C@@H]1N(CC2C=C(C3C=CC=CC=3)ON=2)C[C@H](CC(C)C)NC1=O)C(C)C.